Task: Predict the reactants needed to synthesize the given product.. Dataset: Full USPTO retrosynthesis dataset with 1.9M reactions from patents (1976-2016) The reactants are: [CH2:1]([N:8]1[CH2:13][CH2:12][N:11]([CH2:14][C:15]2[CH:20]=[CH:19][CH:18]=[CH:17][CH:16]=2)[CH2:10][CH:9]1[C:21](OCC)=O)[C:2]1[CH:7]=[CH:6][CH:5]=[CH:4][CH:3]=1.[H-].[CH2:27]([Al+]CC(C)C)[CH:28](C)[CH3:29].CCCCCC.[Cl-].[NH4+].[I-].C([P+](C1C=CC=CC=1)(C1C=CC=CC=1)C1C=CC=CC=1)(C)C.C([Li])CCC. Given the product [CH2:1]([N:8]1[CH2:13][CH2:12][N:11]([CH2:14][C:15]2[CH:16]=[CH:17][CH:18]=[CH:19][CH:20]=2)[CH2:10][CH:9]1[CH:21]=[C:28]([CH3:29])[CH3:27])[C:2]1[CH:3]=[CH:4][CH:5]=[CH:6][CH:7]=1, predict the reactants needed to synthesize it.